This data is from Full USPTO retrosynthesis dataset with 1.9M reactions from patents (1976-2016). The task is: Predict the reactants needed to synthesize the given product. Given the product [CH3:13][N:14]([C:2]1[C:11]2[C:6](=[CH:7][CH:8]=[CH:9][CH:10]=2)[N:5]=[C:4]([CH3:12])[CH:3]=1)[CH2:15][CH2:16][NH:17][CH3:18], predict the reactants needed to synthesize it. The reactants are: Cl[C:2]1[C:11]2[C:6](=[CH:7][CH:8]=[CH:9][CH:10]=2)[N:5]=[C:4]([CH3:12])[CH:3]=1.[CH3:13][NH:14][CH2:15][CH2:16][NH:17][CH3:18].COCC(O)C.